Dataset: Full USPTO retrosynthesis dataset with 1.9M reactions from patents (1976-2016). Task: Predict the reactants needed to synthesize the given product. Given the product [Cl:3][C:7]1[CH:12]=[C:11]([CH3:13])[NH:10][C:9](=[O:14])[C:8]=1[C:15]#[N:16], predict the reactants needed to synthesize it. The reactants are: O=P(Cl)(Cl)[Cl:3].O[C:7]1[CH:12]=[C:11]([CH3:13])[NH:10][C:9](=[O:14])[C:8]=1[C:15]#[N:16].[NH4+].[OH-].